This data is from Full USPTO retrosynthesis dataset with 1.9M reactions from patents (1976-2016). The task is: Predict the reactants needed to synthesize the given product. (1) Given the product [ClH:38].[NH2:8][CH2:9][C:10]1[N:11]([CH2:34][CH:35]([CH3:37])[CH3:36])[C:12](=[O:33])[C:13]2[C:18]([C:19]=1[C:20]1[CH:25]=[CH:24][CH:23]=[CH:22][CH:21]=1)=[CH:17][C:16]([O:26][C:27]([CH3:32])([CH3:31])[C:28]([OH:30])=[O:29])=[CH:15][CH:14]=2, predict the reactants needed to synthesize it. The reactants are: C(OC([NH:8][CH2:9][C:10]1[N:11]([CH2:34][CH:35]([CH3:37])[CH3:36])[C:12](=[O:33])[C:13]2[C:18]([C:19]=1[C:20]1[CH:25]=[CH:24][CH:23]=[CH:22][CH:21]=1)=[CH:17][C:16]([O:26][C:27]([CH3:32])([CH3:31])[C:28]([OH:30])=[O:29])=[CH:15][CH:14]=2)=O)(C)(C)C.[ClH:38]. (2) Given the product [Br:22][C:23]1[CH:29]=[C:28]([F:30])[C:26]([NH:27][C:11](=[NH:12])[CH2:10][C:9]([C:6]2[CH:5]=[CH:4][C:3]([F:2])=[CH:8][CH:7]=2)=[O:21])=[C:25]([F:31])[CH:24]=1, predict the reactants needed to synthesize it. The reactants are: Cl.[F:2][C:3]1[CH:8]=[CH:7][C:6]([C:9](=[O:21])[CH2:10][C:11](SC2C=CC(Cl)=CC=2)=[NH:12])=[CH:5][CH:4]=1.[Br:22][C:23]1[CH:29]=[C:28]([F:30])[C:26]([NH2:27])=[C:25]([F:31])[CH:24]=1. (3) Given the product [CH2:10]([O:12][C:13](=[O:14])[C:15]1[CH:20]=[CH:19][CH:18]=[C:17]([N:21]2[CH2:25][CH2:24][CH2:23][C@@H:22]2[C:26](=[O:27])[NH:1][C:2]2[CH:9]=[CH:8][C:5]([C:6]#[N:7])=[CH:4][CH:3]=2)[CH:16]=1)[CH3:11], predict the reactants needed to synthesize it. The reactants are: [NH2:1][C:2]1[CH:9]=[CH:8][C:5]([C:6]#[N:7])=[CH:4][CH:3]=1.[CH2:10]([O:12][C:13]([C:15]1[CH:16]=[C:17]([N:21]2[CH2:25][CH2:24][CH2:23][C@@H:22]2[C:26](O)=[O:27])[CH:18]=[CH:19][CH:20]=1)=[O:14])[CH3:11].P(Cl)(Cl)(Cl)=O.O(Cl)Cl. (4) Given the product [CH3:2][CH2:1][O:3][CH2:4][CH3:5].[CH3:24][CH2:23][CH2:22][CH:21]([CH3:26])[CH3:20], predict the reactants needed to synthesize it. The reactants are: [CH2:1]([O:3][C:4](=O)[C@H:5](OC1C=C(NS(C)(=O)=O)N=C(S[CH2:20][C:21]2[CH:26]=C[CH:24]=[C:23](F)[C:22]=2F)N=1)C)[CH3:2].[BH4-].[Li+].